From a dataset of Catalyst prediction with 721,799 reactions and 888 catalyst types from USPTO. Predict which catalyst facilitates the given reaction. Reactant: N(OC(C)(C)C)=O.N[C:9]1[C:14]([N+:15]([O-:17])=[O:16])=[CH:13][C:12]([CH:18]([O:23][C:24]([CH3:27])([CH3:26])[CH3:25])[C:19]([O:21][CH3:22])=[O:20])=[C:11]([Cl:28])[CH:10]=1. Product: [C:24]([O:23][CH:18]([C:12]1[CH:13]=[C:14]([N+:15]([O-:17])=[O:16])[CH:9]=[CH:10][C:11]=1[Cl:28])[C:19]([O:21][CH3:22])=[O:20])([CH3:27])([CH3:25])[CH3:26]. The catalyst class is: 35.